Dataset: Full USPTO retrosynthesis dataset with 1.9M reactions from patents (1976-2016). Task: Predict the reactants needed to synthesize the given product. (1) The reactants are: [CH2:1]([N:3]1[CH2:8][CH2:7][NH:6][CH2:5][CH2:4]1)[CH3:2].[ClH:9].[CH3:10][C:11]1[N:12]=[C:13]([NH:16][C:17]2[CH:25]=[C:24]([O:26][C:27]3[CH:32]=[CH:31][CH:30]=[CH:29][CH:28]=3)[C:20]([C:21](O)=[O:22])=[CH:19][N:18]=2)[S:14][CH:15]=1. Given the product [ClH:9].[CH2:1]([N:3]1[CH2:8][CH2:7][N:6]([C:21]([C:20]2[CH:19]=[N:18][C:17]([NH:16][C:13]3[S:14][CH:15]=[C:11]([CH3:10])[N:12]=3)=[CH:25][C:24]=2[O:26][C:27]2[CH:28]=[CH:29][CH:30]=[CH:31][CH:32]=2)=[O:22])[CH2:5][CH2:4]1)[CH3:2], predict the reactants needed to synthesize it. (2) Given the product [N:19]([CH2:2][CH2:3][N:4]1[CH:8]=[C:7]([C:9]([O:11][CH2:12][CH3:13])=[O:10])[CH:6]=[C:5]1[C:14]([O:16][CH2:17][CH3:18])=[O:15])=[N+:20]=[N-:21], predict the reactants needed to synthesize it. The reactants are: Br[CH2:2][CH2:3][N:4]1[CH:8]=[C:7]([C:9]([O:11][CH2:12][CH3:13])=[O:10])[CH:6]=[C:5]1[C:14]([O:16][CH2:17][CH3:18])=[O:15].[N-:19]=[N+:20]=[N-:21].[Na+]. (3) Given the product [CH3:72][C:73]1[CH:74]=[CH:75][C:76]([S:79]([O:82][CH2:3][CH:2]2[CH2:1][C:4]3[CH:9]=[CH:8][CH:7]=[C:6]([CH:10]([CH3:11])[CH3:12])[C:5]=3[O:13]2)(=[O:81])=[O:80])=[CH:77][CH:78]=1, predict the reactants needed to synthesize it. The reactants are: [CH2:1]([C:4]1[CH:9]=[CH:8][CH:7]=[C:6]([CH:10]([CH3:12])[CH3:11])[C:5]=1[OH:13])[CH:2]=[CH2:3].ClC1C=C(C=CC=1)C(OO)=O.C(=O)([O-])[O-].[K+].[K+].ClC1C2OC(CO)CC=2C(C(F)(F)F)=CC=1.C(C1C2OC(CO)CC=2C=CC=1)(C)C.C1(C)C=CC(S(Cl)(=O)=O)=CC=1.[CH3:72][C:73]1[CH:78]=[CH:77][C:76]([S:79]([O:82]CC2CC3C(C(F)(F)F)=CC=C(Cl)C=3O2)(=[O:81])=[O:80])=[CH:75][CH:74]=1. (4) Given the product [C:25]([O:24][C:22]([N:6]([CH2:5][C:4]1[CH:16]=[CH:17][C:18]([O:20][CH3:21])=[CH:19][C:3]=1[O:2][CH3:1])[CH:7]1[CH2:10][CH:9]([CH2:11][C:12]([O:14][CH3:15])=[O:13])[CH2:8]1)=[O:23])([CH3:28])([CH3:27])[CH3:26], predict the reactants needed to synthesize it. The reactants are: [CH3:1][O:2][C:3]1[CH:19]=[C:18]([O:20][CH3:21])[CH:17]=[CH:16][C:4]=1[CH2:5][NH:6][CH:7]1[CH2:10][CH:9]([CH2:11][C:12]([O:14][CH3:15])=[O:13])[CH2:8]1.[C:22](O[C:22]([O:24][C:25]([CH3:28])([CH3:27])[CH3:26])=[O:23])([O:24][C:25]([CH3:28])([CH3:27])[CH3:26])=[O:23]. (5) Given the product [ClH:1].[Cl:1][C:2]1[CH:3]=[C:4]([CH:9]2[CH2:12][C:11]3([CH2:13][CH2:14][NH:15][CH2:16][CH2:17]3)[CH2:10]2)[CH:5]=[CH:6][C:7]=1[F:8], predict the reactants needed to synthesize it. The reactants are: [Cl:1][C:2]1[CH:3]=[C:4]([C:9]2(O)[CH2:12][C:11]3([CH2:17][CH2:16][N:15](C(OC(C)(C)C)=O)[CH2:14][CH2:13]3)[CH2:10]2)[CH:5]=[CH:6][C:7]=1[F:8].C([SiH](CC)CC)C.FC(F)(F)C(O)=O.Cl.C(OCC)C. (6) Given the product [Cl:27][C:28]1[N:33]=[C:32]([NH:26][C@H:24]([C:14]2[N:13]=[C:12]3[CH:11]=[CH:10][N:9]([CH3:8])[C:17]3=[CH:16][C:15]=2[C:18]2[N:22]([CH3:23])[N:21]=[CH:20][CH:19]=2)[CH3:25])[C:31]([C:35]#[N:36])=[CH:30][N:29]=1, predict the reactants needed to synthesize it. The reactants are: FC(F)(F)C(O)=O.[CH3:8][N:9]1[C:17]2[C:12](=[N:13][C:14]([C@@H:24]([NH2:26])[CH3:25])=[C:15]([C:18]3[N:22]([CH3:23])[N:21]=[CH:20][CH:19]=3)[CH:16]=2)[CH:11]=[CH:10]1.[Cl:27][C:28]1[N:33]=[C:32](Cl)[C:31]([C:35]#[N:36])=[CH:30][N:29]=1.C(N(C(C)C)C(C)C)C. (7) Given the product [C:39]([C:27]1[CH:28]=[C:29]([O:32][CH2:33][CH2:34][C:35]([OH:38])([CH3:36])[CH3:37])[CH:30]=[CH:31][C:26]=1[O:25][C:19]1[CH:20]=[CH:21][C:22]([F:24])=[C:23]2[C:18]=1[CH2:17][CH2:16][C@H:15]2[O:14][C:12]1[CH:11]=[CH:10][C:9]2[C@H:5]([CH2:4][C:3]([OH:41])=[O:2])[CH2:6][O:7][C:8]=2[CH:13]=1)#[N:40], predict the reactants needed to synthesize it. The reactants are: C[O:2][C:3](=[O:41])[CH2:4][C@H:5]1[C:9]2[CH:10]=[CH:11][C:12]([O:14][C@H:15]3[C:23]4[C:18](=[C:19]([O:25][C:26]5[CH:31]=[CH:30][C:29]([O:32][CH2:33][CH2:34][C:35]([OH:38])([CH3:37])[CH3:36])=[CH:28][C:27]=5[C:39]#[N:40])[CH:20]=[CH:21][C:22]=4[F:24])[CH2:17][CH2:16]3)=[CH:13][C:8]=2[O:7][CH2:6]1.[OH-].[K+]. (8) Given the product [NH2:35][C:21]1[N:22]=[C:23]([C:25]2[CH:34]=[C:33]3[C:28]([CH2:29][CH2:30][N:31]([C:9]([NH:8][C:4]4[CH:5]=[CH:6][CH:7]=[C:2]([Cl:1])[CH:3]=4)=[O:10])[CH2:32]3)=[CH:27][CH:26]=2)[CH:24]=[C:19]([N:16]2[CH2:15][CH2:14][N:13]([CH3:12])[CH2:18][CH2:17]2)[N:20]=1, predict the reactants needed to synthesize it. The reactants are: [Cl:1][C:2]1[CH:3]=[C:4]([N:8]=[C:9]=[O:10])[CH:5]=[CH:6][CH:7]=1.Cl.[CH3:12][N:13]1[CH2:18][CH2:17][N:16]([C:19]2[CH:24]=[C:23]([C:25]3[CH:34]=[C:33]4[C:28]([CH2:29][CH2:30][NH:31][CH2:32]4)=[CH:27][CH:26]=3)[N:22]=[C:21]([NH2:35])[N:20]=2)[CH2:15][CH2:14]1. (9) The reactants are: [C-:1]#[N:2].[K+].[CH2:4]([NH:8][C:9]1[C:14]([CH2:15][C:16]2[CH:21]=[CH:20][C:19]([CH2:22]Cl)=[CH:18][C:17]=2[O:24][CH3:25])=[C:13]([CH3:26])[N:12]=[C:11]([NH2:27])[N:10]=1)[CH2:5][CH2:6][CH3:7]. Given the product [NH2:27][C:11]1[N:10]=[C:9]([NH:8][CH2:4][CH2:5][CH2:6][CH3:7])[C:14]([CH2:15][C:16]2[CH:21]=[CH:20][C:19]([CH2:22][C:1]#[N:2])=[CH:18][C:17]=2[O:24][CH3:25])=[C:13]([CH3:26])[N:12]=1, predict the reactants needed to synthesize it. (10) Given the product [I:1][C:2]1[CH:11]=[CH:10][C:5]([C:6]([Cl:34])=[O:7])=[CH:4][C:3]=1[O:12][CH3:13], predict the reactants needed to synthesize it. The reactants are: [I:1][C:2]1[CH:11]=[CH:10][C:5]([C:6](NC)=[O:7])=[CH:4][C:3]=1[O:12][CH3:13].CN(C)C=O.IC1C=CC(C(O)=O)=CC=1OC.S(Cl)([Cl:34])(=O)=O.